This data is from Forward reaction prediction with 1.9M reactions from USPTO patents (1976-2016). The task is: Predict the product of the given reaction. (1) Given the reactants [F:1][C:2]1[CH:3]=[C:4]([C@H:13]2[CH2:18][C@@H:17]([C:19](=[O:26])[CH2:20][C:21](OCC)=[O:22])[CH2:16][CH2:15][N:14]2[C:27]([O:29][CH3:30])=[O:28])[CH:5]=[C:6]([F:12])[C:7]=1[C:8]([F:11])([F:10])[F:9].[OH-].[Na+].[NH2:33]O.Cl, predict the reaction product. The product is: [F:1][C:2]1[CH:3]=[C:4]([C@H:13]2[CH2:18][C@@H:17]([C:19]3[O:26][NH:33][C:21](=[O:22])[CH:20]=3)[CH2:16][CH2:15][N:14]2[C:27]([O:29][CH3:30])=[O:28])[CH:5]=[C:6]([F:12])[C:7]=1[C:8]([F:10])([F:9])[F:11]. (2) Given the reactants [CH3:1][C:2]1[C:3]([C:7]([O:9][CH3:10])=[O:8])=[CH:4][S:5][CH:6]=1.[N+](C)([O-])=O.[CH3:15][C:16](OC(C)=O)=[O:17], predict the reaction product. The product is: [C:16]([C:6]1[S:5][CH:4]=[C:3]([C:7]([O:9][CH3:10])=[O:8])[C:2]=1[CH3:1])(=[O:17])[CH3:15]. (3) Given the reactants C([O:3][C:4](=[O:40])[C:5]([CH3:39])([O:7][C:8]1[CH:13]=[CH:12][C:11]([O:14][CH2:15][CH2:16][C:17]2[N:18]([CH2:33][C:34]([F:37])([F:36])[F:35])[N:19]=[C:20]([C:22]3[CH:27]=[CH:26][C:25]([O:28][C:29]([F:32])([F:31])[F:30])=[CH:24][CH:23]=3)[CH:21]=2)=[CH:10][C:9]=1[CH3:38])[CH3:6])C.[Li+].[OH-], predict the reaction product. The product is: [CH3:39][C:5]([O:7][C:8]1[CH:13]=[CH:12][C:11]([O:14][CH2:15][CH2:16][C:17]2[N:18]([CH2:33][C:34]([F:36])([F:37])[F:35])[N:19]=[C:20]([C:22]3[CH:27]=[CH:26][C:25]([O:28][C:29]([F:31])([F:32])[F:30])=[CH:24][CH:23]=3)[CH:21]=2)=[CH:10][C:9]=1[CH3:38])([CH3:6])[C:4]([OH:40])=[O:3]. (4) Given the reactants [CH3:1][S:2]([C:5]1[CH:10]=[CH:9][C:8]([C@@H:11]([CH2:15][C@H:16]2[CH2:20][CH2:19][C:18](=[O:21])[CH2:17]2)[C:12](O)=[O:13])=[CH:7][C:6]=1[CH3:22])(=[O:4])=[O:3].C(Cl)(=O)C(Cl)=O.[C:29]([Si:33]([CH3:44])([CH3:43])[O:34][CH2:35][CH2:36][N:37]1[CH:41]=[CH:40][C:39]([NH2:42])=[N:38]1)([CH3:32])([CH3:31])[CH3:30].N1C(C)=CC=CC=1C, predict the reaction product. The product is: [C:29]([Si:33]([CH3:44])([CH3:43])[O:34][CH2:35][CH2:36][N:37]1[CH:41]=[CH:40][C:39]([NH:42][C:12](=[O:13])[C@@H:11]([C:8]2[CH:9]=[CH:10][C:5]([S:2]([CH3:1])(=[O:3])=[O:4])=[C:6]([CH3:22])[CH:7]=2)[CH2:15][C@H:16]2[CH2:20][CH2:19][C:18](=[O:21])[CH2:17]2)=[N:38]1)([CH3:32])([CH3:31])[CH3:30]. (5) Given the reactants C[O:2][C:3]([C:5]1[N:9]=[CH:8][N:7]([CH2:10][O:11][CH2:12][CH2:13][Si:14]([CH3:17])([CH3:16])[CH3:15])[N:6]=1)=[O:4].[OH-].[K+:19], predict the reaction product. The product is: [K+:19].[CH3:15][Si:14]([CH3:17])([CH3:16])[CH2:13][CH2:12][O:11][CH2:10][N:7]1[CH:8]=[N:9][C:5]([C:3]([O-:4])=[O:2])=[N:6]1.